Dataset: Peptide-MHC class I binding affinity with 185,985 pairs from IEDB/IMGT. Task: Regression. Given a peptide amino acid sequence and an MHC pseudo amino acid sequence, predict their binding affinity value. This is MHC class I binding data. (1) The peptide sequence is SAKQLRTRI. The MHC is HLA-B08:01 with pseudo-sequence HLA-B08:01. The binding affinity (normalized) is 0.510. (2) The peptide sequence is YAMAIRQAI. The MHC is HLA-B45:06 with pseudo-sequence HLA-B45:06. The binding affinity (normalized) is 0.213. (3) The peptide sequence is ITEMLRKDY. The MHC is HLA-A26:01 with pseudo-sequence HLA-A26:01. The binding affinity (normalized) is 0.